This data is from Full USPTO retrosynthesis dataset with 1.9M reactions from patents (1976-2016). The task is: Predict the reactants needed to synthesize the given product. (1) The reactants are: [NH2:1][C:2]1[N:7]=[C:6]([NH2:8])[C:5]([O:9][C:10]2[C:11]([CH:20]([CH3:22])[CH3:21])=[CH:12][C:13]([O:18][CH3:19])=[C:14]([CH:17]=2)[C:15]#[N:16])=[CH:4][N:3]=1.[CH2:23](N)[CH2:24][NH2:25]. Given the product [NH:16]1[CH2:23][CH2:24][N:25]=[C:15]1[C:14]1[C:13]([O:18][CH3:19])=[CH:12][C:11]([CH:20]([CH3:22])[CH3:21])=[C:10]([CH:17]=1)[O:9][C:5]1[C:6]([NH2:8])=[N:7][C:2]([NH2:1])=[N:3][CH:4]=1, predict the reactants needed to synthesize it. (2) Given the product [CH3:1][O:2][C:3](=[O:34])[CH2:4][C:5]1[CH:10]=[C:9]([Br:11])[C:8]([O:12][C:13]2[CH:18]=[C:17]([CH:19]([CH3:21])[CH3:20])[C:16]([O:22][CH3:23])=[CH:15][C:14]=2[CH:24]([O:43][C:37]2[CH:38]=[CH:39][C:40]([F:42])=[CH:41][C:36]=2[F:35])[C:25]2[CH:30]=[CH:29][CH:28]=[CH:27][C:26]=2[CH3:31])=[C:7]([Br:33])[CH:6]=1, predict the reactants needed to synthesize it. The reactants are: [CH3:1][O:2][C:3](=[O:34])[CH2:4][C:5]1[CH:10]=[C:9]([Br:11])[C:8]([O:12][C:13]2[CH:18]=[C:17]([CH:19]([CH3:21])[CH3:20])[C:16]([O:22][CH3:23])=[CH:15][C:14]=2[CH:24](Cl)[C:25]2[CH:30]=[CH:29][CH:28]=[CH:27][C:26]=2[CH3:31])=[C:7]([Br:33])[CH:6]=1.[F:35][C:36]1[CH:41]=[C:40]([F:42])[CH:39]=[CH:38][C:37]=1[OH:43].C(N(C(C)C)C(C)C)C. (3) The reactants are: C1CO[C:8]2[CH:7]=[CH:6][C:5]([NH:11]C3C(F)=CN=C([NH:11][C:5]4[CH:6]=[CH:7][CH:8]=[C:3]([OH:2])[CH:4]=4)N=3)=[CH:4][C:3]=2[O:2]1.[CH2:27]([O:34][NH:35][C:36]1[C:41]([C:42]([O:44][CH2:45][CH3:46])=[O:43])=[CH:40][N:39]=[C:38](Cl)[N:37]=1)[C:28]1[CH:33]=[CH:32][CH:31]=[CH:30][CH:29]=1.OC1C=C(C=CC=1)N. Given the product [CH2:27]([O:34][NH:35][C:36]1[C:41]([C:42]([O:44][CH2:45][CH3:46])=[O:43])=[CH:40][N:39]=[C:38]([NH:11][C:5]2[CH:6]=[CH:7][CH:8]=[C:3]([OH:2])[CH:4]=2)[N:37]=1)[C:28]1[CH:33]=[CH:32][CH:31]=[CH:30][CH:29]=1, predict the reactants needed to synthesize it. (4) Given the product [CH2:23]([O:11][C:10](=[O:12])[CH:9]([NH:8][C:6]([O:5][C:1]([CH3:4])([CH3:3])[CH3:2])=[O:7])[CH:13]([OH:15])[CH3:14])[C:24]1[CH:29]=[CH:28][CH:27]=[CH:26][CH:25]=1, predict the reactants needed to synthesize it. The reactants are: [C:1]([O:5][C:6]([NH:8][CH:9]([CH:13]([OH:15])[CH3:14])[C:10]([OH:12])=[O:11])=[O:7])([CH3:4])([CH3:3])[CH3:2].C([O-])([O-])=O.[K+].[K+].Br[CH2:23][C:24]1[CH:29]=[CH:28][CH:27]=[CH:26][CH:25]=1. (5) Given the product [C:21]1([CH:20]([C:27]2[CH:32]=[CH:31][C:30]([C:33]3[NH:37][C:36]([C@@H:38]4[CH2:42][CH2:41][CH2:40][NH:39]4)=[N:35][CH:34]=3)=[CH:29][CH:28]=2)[CH2:19][C:16]2[CH:17]=[CH:18][C:13]([NH:12][C:10](=[O:11])[C@@H:9]3[CH2:50][CH2:51][CH2:52][NH:8]3)=[CH:14][CH:15]=2)[CH:22]=[CH:23][CH:24]=[CH:25][CH:26]=1, predict the reactants needed to synthesize it. The reactants are: C(OC([N:8]1[CH2:52][CH2:51][CH2:50][C@H:9]1[C:10]([NH:12][C:13]1[CH:18]=[CH:17][C:16]([CH2:19][CH:20]([C:27]2[CH:32]=[CH:31][C:30]([C:33]3[NH:37][C:36]([C@@H:38]4[CH2:42][CH2:41][CH2:40][N:39]4C(OC(C)(C)C)=O)=[N:35][CH:34]=3)=[CH:29][CH:28]=2)[C:21]2[CH:26]=[CH:25][CH:24]=[CH:23][CH:22]=2)=[CH:15][CH:14]=1)=[O:11])=O)(C)(C)C.FC(F)(F)C(O)=O. (6) Given the product [CH2:1]([O:8][C:9]1[CH:14]=[CH:13][C:12]([NH:15][C:31]([NH:30][C:27]2[CH:28]=[CH:29][C:24]([Cl:23])=[CH:25][CH:26]=2)=[O:32])=[CH:11][C:10]=1[C:16]1[N:17]([CH3:22])[N:18]=[CH:19][C:20]=1[Br:21])[C:2]1[CH:3]=[CH:4][CH:5]=[CH:6][CH:7]=1, predict the reactants needed to synthesize it. The reactants are: [CH2:1]([O:8][C:9]1[CH:14]=[CH:13][C:12]([NH2:15])=[CH:11][C:10]=1[C:16]1[N:17]([CH3:22])[N:18]=[CH:19][C:20]=1[Br:21])[C:2]1[CH:7]=[CH:6][CH:5]=[CH:4][CH:3]=1.[Cl:23][C:24]1[CH:29]=[CH:28][C:27]([N:30]=[C:31]=[O:32])=[CH:26][CH:25]=1. (7) The reactants are: [F:1][C:2]1[CH:3]=[C:4]([NH:9][C:10]([C:12]2[NH:13][C:14]3[C:19]([CH:20]=2)=[CH:18][C:17]([C:21]2[CH:22]=[N:23][CH:24]=[CH:25][CH:26]=2)=[CH:16][CH:15]=3)=[O:11])[CH:5]=[C:6]([F:8])[CH:7]=1.[CH3:27][O:28][C:29](=[O:32])[CH2:30]Br. Given the product [CH3:27][O:28][C:29](=[O:32])[CH2:30][N:23]1[CH2:24][CH2:25][CH2:26][CH:21]([C:17]2[CH:18]=[C:19]3[C:14](=[CH:15][CH:16]=2)[NH:13][C:12]([C:10](=[O:11])[NH:9][C:4]2[CH:5]=[C:6]([F:8])[CH:7]=[C:2]([F:1])[CH:3]=2)=[CH:20]3)[CH2:22]1, predict the reactants needed to synthesize it.